Dataset: Full USPTO retrosynthesis dataset with 1.9M reactions from patents (1976-2016). Task: Predict the reactants needed to synthesize the given product. (1) Given the product [Br:1][C:2]1[CH:3]=[C:4]([CH2:8][CH2:9][CH2:10][OH:11])[CH:5]=[CH:6][CH:7]=1, predict the reactants needed to synthesize it. The reactants are: [Br:1][C:2]1[CH:3]=[C:4]([C:8]#[C:9][CH2:10][OH:11])[CH:5]=[CH:6][CH:7]=1. (2) Given the product [Br:1][C:2]1[CH:3]=[CH:4][CH:5]=[C:6]2[C:11]=1[N:10]=[C:9]([C:17]1[CH:18]=[C:19]([O:23][CH3:24])[C:20]([O:21][CH3:22])=[C:15]([O:14][CH3:13])[CH:16]=1)[CH:8]=[N:7]2, predict the reactants needed to synthesize it. The reactants are: [Br:1][C:2]1[CH:3]=[CH:4][CH:5]=[C:6]2[C:11]=1[N:10]=[C:9](Cl)[CH:8]=[N:7]2.[CH3:13][O:14][C:15]1[CH:16]=[C:17](B(O)O)[CH:18]=[C:19]([O:23][CH3:24])[C:20]=1[O:21][CH3:22].C([O-])([O-])=O.[Na+].[Na+]. (3) Given the product [OH:60][C:53]1[C:52]([CH2:51][NH:50][C:14](=[O:16])[C:13]2[CH:12]=[CH:11][C:10]([CH2:9][N:2]([CH3:1])[C:3]3[CH:4]=[CH:5][CH:6]=[CH:7][CH:8]=3)=[CH:18][CH:17]=2)=[C:57]([CH3:58])[CH:56]=[C:55]([CH3:59])[N:54]=1, predict the reactants needed to synthesize it. The reactants are: [CH3:1][N:2]([CH2:9][C:10]1[CH:18]=[CH:17][C:13]([C:14]([OH:16])=O)=[CH:12][CH:11]=1)[C:3]1[CH:8]=[CH:7][CH:6]=[CH:5][CH:4]=1.CN(C(ON1N=NC2C=CC=NC1=2)=[N+](C)C)C.F[P-](F)(F)(F)(F)F.C(N(CC)CC)C.[NH2:50][CH2:51][C:52]1[C:53]([OH:60])=[N:54][C:55]([CH3:59])=[CH:56][C:57]=1[CH3:58]. (4) The reactants are: [CH3:1][CH:2]([C@@:4]12[C@@H:19]([OH:20])[C@:18]34[O:21][C@H:17]3[CH2:16][C@@H:15]3[C@:10]([CH3:26])([CH2:11][CH2:12][C:13]5[C:24](=[O:25])[O:23][CH2:22][C:14]=53)[C@:8]34[O:9][C@H:7]3[C@@H:5]1[O:6]2)[CH3:3].[C:27]1(=[O:33])[O:32][C:30](=[O:31])[CH2:29][CH2:28]1.CCCCCC. Given the product [CH3:3][CH:2]([C@@:4]12[C@@H:19]([OH:20])[C@:18]34[O:21][C@H:17]3[CH2:16][C@@H:15]3[C@:10]([CH3:26])([CH2:11][CH2:12][C:13]5[C:24](=[O:25])[O:23][CH2:22][C:14]=53)[C@:8]34[O:9][C@H:7]3[C@@H:5]1[O:6]2)[CH3:1].[C:27]([O-:32])(=[O:33])[CH2:28][CH2:29][C:30]([O-:6])=[O:31], predict the reactants needed to synthesize it. (5) Given the product [F:1][C:2]1[CH:9]=[C:8]([F:10])[CH:7]=[CH:6][C:3]=1[CH:4]=[C:12]([CH3:13])[C:11]([OH:15])=[O:14], predict the reactants needed to synthesize it. The reactants are: [F:1][C:2]1[CH:9]=[C:8]([F:10])[CH:7]=[CH:6][C:3]=1[CH:4]=O.[C:11]([O:15]C(=O)CC)(=[O:14])[CH2:12][CH3:13].C([O-])(=O)CC.[Na+].[OH-].[K+]. (6) Given the product [Br:1][C:2]1[CH:7]=[CH:6][C:5]([N:8]2[C:12](=[O:13])[N:11]([CH3:18])[N:10]=[CH:9]2)=[C:4]([F:14])[CH:3]=1, predict the reactants needed to synthesize it. The reactants are: [Br:1][C:2]1[CH:7]=[CH:6][C:5]([N:8]2[C:12](=[O:13])[NH:11][N:10]=[CH:9]2)=[C:4]([F:14])[CH:3]=1.[OH-].[K+].I[CH3:18]. (7) Given the product [CH2:1]([O:5][C:6](=[O:20])[CH2:7][C:8]1[C:9]([Cl:19])=[CH:10][CH:11]=[C:12]2[C:17]=1[N:16]=[C:15]([CH3:18])[CH:14]=[CH:13]2)[CH3:2], predict the reactants needed to synthesize it. The reactants are: [C:1]([O:5][C:6](=[O:20])[CH2:7][C:8]1[C:9]([Cl:19])=[CH:10][CH:11]=[C:12]2[C:17]=1[N:16]=[C:15]([CH3:18])[CH:14]=[CH:13]2)(C)(C)[CH3:2].